From a dataset of Forward reaction prediction with 1.9M reactions from USPTO patents (1976-2016). Predict the product of the given reaction. (1) Given the reactants [OH:1][N:2]=[C:3]([C:5]1[CH:13]=[CH:12][C:8]2NC=N[C:7]=2[CH:6]=1)[NH2:4].C(C1C=C2C([CH2:20][CH2:21][N:22]([C:26]([O:28][C:29]([CH3:32])([CH3:31])[CH3:30])=[O:27])[CH2:23]2)=CC=1)#N, predict the reaction product. The product is: [NH2:4][C:3](=[N:2][OH:1])[C:5]1[CH:6]=[C:7]2[C:8]([CH2:20][CH2:21][N:22]([C:26]([O:28][C:29]([CH3:30])([CH3:32])[CH3:31])=[O:27])[CH2:23]2)=[CH:12][CH:13]=1. (2) Given the reactants [Cl:1][C:2]1[CH:7]=[CH:6][C:5]([CH:8]=[CH2:9])=[C:4]([F:10])[CH:3]=1.[C:11]1([CH3:20])[CH:16]=[CH:15][C:14]([S:17]([O-:19])=[O:18])=[CH:13][CH:12]=1.[Na+].[Na+].[I-:23], predict the reaction product. The product is: [Cl:1][C:2]1[CH:7]=[CH:6][C:5]([CH:8]([I:23])[CH2:9][S:17]([C:14]2[CH:15]=[CH:16][C:11]([CH3:20])=[CH:12][CH:13]=2)(=[O:19])=[O:18])=[C:4]([F:10])[CH:3]=1. (3) Given the reactants [CH3:1][O:2][C:3]1[CH:4]=[C:5]2[C:8](=[CH:9][C:10]=1[O:11][CH3:12])[C@@H:7]([CH2:13][NH:14][CH3:15])[CH2:6]2.BrC[CH2:18][OH:19].[C:20](=O)([O-])[O-].[K+].[K+], predict the reaction product. The product is: [CH3:1][O:2][C:3]1[CH:4]=[C:5]2[C:8](=[CH:9][C:10]=1[O:11][CH3:12])[C@@H:7]([CH2:13][N:14]([CH3:20])[CH2:15][CH2:18][OH:19])[CH2:6]2.